This data is from Catalyst prediction with 721,799 reactions and 888 catalyst types from USPTO. The task is: Predict which catalyst facilitates the given reaction. Reactant: [O:1]1[CH2:6][CH2:5][O:4][C:3]2[C:7]([CH:11]([NH:19]S(C(C)(C)C)=O)[CH2:12][CH2:13][CH2:14][C:15]([O:17][CH3:18])=[O:16])=[CH:8][CH:9]=[CH:10][C:2]1=2.Cl.O1CCOCC1. Product: [NH2:19][CH:11]([C:7]1[C:3]2[O:4][CH2:5][CH2:6][O:1][C:2]=2[CH:10]=[CH:9][CH:8]=1)[CH2:12][CH2:13][CH2:14][C:15]([O:17][CH3:18])=[O:16]. The catalyst class is: 5.